From a dataset of Forward reaction prediction with 1.9M reactions from USPTO patents (1976-2016). Predict the product of the given reaction. (1) Given the reactants [F-:1].[K+].[N+]([C:6]1[CH:19]=[C:18]([N+:20]([O-:22])=[O:21])[CH:17]=[CH:16][C:7]=1[C:8]([NH:10][C@@H:11]([CH3:15])[C:12]([OH:14])=[O:13])=[O:9])([O-])=O.C1OCCOCCOCCOCCOCCOC1, predict the reaction product. The product is: [F:1][C:6]1[CH:19]=[C:18]([N+:20]([O-:22])=[O:21])[CH:17]=[CH:16][C:7]=1[C:8]([NH:10][C@@H:11]([CH3:15])[C:12]([OH:14])=[O:13])=[O:9]. (2) Given the reactants [C:1]([NH:8][CH:9]1[CH2:12][C:11](=C)[CH2:10]1)([O:3][C:4]([CH3:7])([CH3:6])[CH3:5])=[O:2].C(Cl)Cl.C([O-])([O-])=[O:18].[K+].[K+], predict the reaction product. The product is: [C:4]([O:3][C:1](=[O:2])[NH:8][CH:9]1[CH2:12][C:11](=[O:18])[CH2:10]1)([CH3:7])([CH3:6])[CH3:5]. (3) Given the reactants [C:1]([CH:4]1[C:9](=[O:10])[CH2:8][CH:7]([C:11]2[CH:16]=[CH:15][CH:14]=[CH:13][C:12]=2[Br:17])[CH2:6][C:5]1=O)(=O)[CH3:2].CNC.Cl.[NH2:23][C:24]([NH2:26])=[NH:25], predict the reaction product. The product is: [NH2:26][C:24]1[N:25]=[C:1]([CH3:2])[C:4]2[C:9](=[O:10])[CH2:8][CH:7]([C:11]3[CH:16]=[CH:15][CH:14]=[CH:13][C:12]=3[Br:17])[CH2:6][C:5]=2[N:23]=1. (4) Given the reactants [F:1][C:2]1[C:7]([CH2:8][C:9]2[C:17]3[C:12](=[N:13][CH:14]=[C:15]([C:18]4[CH:19]=[N:20][CH:21]=[CH:22][CH:23]=4)[CH:16]=3)[N:11]([Si:24]([CH:31]([CH3:33])[CH3:32])([CH:28]([CH3:30])[CH3:29])[CH:25]([CH3:27])[CH3:26])[CH:10]=2)=[C:6]([F:34])[CH:5]=[CH:4][C:3]=1[OH:35].[H-].[Na+].Br[CH2:39][C:40]([O:42][CH3:43])=[O:41].O, predict the reaction product. The product is: [CH3:43][O:42][C:40](=[O:41])[CH2:39][O:35][C:3]1[CH:4]=[CH:5][C:6]([F:34])=[C:7]([CH2:8][C:9]2[C:17]3[C:12](=[N:13][CH:14]=[C:15]([C:18]4[CH:19]=[N:20][CH:21]=[CH:22][CH:23]=4)[CH:16]=3)[N:11]([Si:24]([CH:28]([CH3:29])[CH3:30])([CH:31]([CH3:33])[CH3:32])[CH:25]([CH3:26])[CH3:27])[CH:10]=2)[C:2]=1[F:1].